Dataset: Peptide-MHC class II binding affinity with 134,281 pairs from IEDB. Task: Regression. Given a peptide amino acid sequence and an MHC pseudo amino acid sequence, predict their binding affinity value. This is MHC class II binding data. (1) The peptide sequence is ISEWQPSKGWNDWEN. The MHC is DRB1_0404 with pseudo-sequence DRB1_0404. The binding affinity (normalized) is 0.304. (2) The peptide sequence is PAGFEPEMLRKKQITVL. The MHC is DRB1_0401 with pseudo-sequence DRB1_0401. The binding affinity (normalized) is 0.